This data is from NCI-60 drug combinations with 297,098 pairs across 59 cell lines. The task is: Regression. Given two drug SMILES strings and cell line genomic features, predict the synergy score measuring deviation from expected non-interaction effect. Cell line: SN12C. Drug 1: C1=NC(=NC(=O)N1C2C(C(C(O2)CO)O)O)N. Synergy scores: CSS=14.4, Synergy_ZIP=-4.99, Synergy_Bliss=-4.57, Synergy_Loewe=-1.75, Synergy_HSA=-1.13. Drug 2: CS(=O)(=O)OCCCCOS(=O)(=O)C.